From a dataset of Reaction yield outcomes from USPTO patents with 853,638 reactions. Predict the reaction yield, written as a fraction of the theoretical maximum amount of product (1.0 means a 100% yield; for example, 0.34 means a 34% yield). (1) The reactants are NC1[CH:31]=[CH:30][C:5]([CH2:6][N:7]2[C:12](=[O:13])[CH:11]=[C:10]([C:14]3[CH:19]=[CH:18][C:17]([O:20][CH3:21])=[CH:16][CH:15]=3)[C:9]([C:22]3[CH:27]=[CH:26][C:25]([O:28][CH3:29])=[CH:24][CH:23]=3)=[N:8]2)=[CH:4][CH:3]=1.C(=O)([O-])O.[Na+].S(OC)(OC)(=O)=O.CC(C)=O.[CH3:48][N:49]([CH3:52])[CH:50]=O. The catalyst is CC(C)=O. The product is [CH3:21][O:20][C:17]1[CH:18]=[CH:19][C:14]([C:10]2[C:9]([C:22]3[CH:23]=[CH:24][C:25]([O:28][CH3:29])=[CH:26][CH:27]=3)=[N:8][N:7]([CH2:6][C:5]3[CH:30]=[CH:31][C:50]([N:49]([CH3:52])[CH3:48])=[CH:3][CH:4]=3)[C:12](=[O:13])[CH:11]=2)=[CH:15][CH:16]=1. The yield is 0.308. (2) The reactants are [Cl:1][C:2]1[N:3]=[C:4]2[C:9](=[CH:10][CH:11]=1)[N:8]=[CH:7][C:6]([C:12]([O:14][CH2:15][CH3:16])=[O:13])=[C:5]2[OH:17].[C:18](=O)([O-])[O-].[K+].[K+].IC.O. The catalyst is CN(C=O)C. The product is [Cl:1][C:2]1[N:3]=[C:4]2[C:9](=[CH:10][CH:11]=1)[N:8]([CH3:18])[CH:7]=[C:6]([C:12]([O:14][CH2:15][CH3:16])=[O:13])[C:5]2=[O:17]. The yield is 0.650. (3) The product is [C:1]([O:5][C:6]([N:8]([C:30]([O:32][C:33]([CH3:36])([CH3:35])[CH3:34])=[O:31])[C@H:9]([C:22]([O:24][CH:25]1[CH2:29][CH2:28][CH2:27][CH2:26]1)=[O:23])[CH2:10][CH2:11][C:12]([OH:14])=[O:13])=[O:7])([CH3:4])([CH3:3])[CH3:2]. The reactants are [C:1]([O:5][C:6]([N:8]([C:30]([O:32][C:33]([CH3:36])([CH3:35])[CH3:34])=[O:31])[C@H:9]([C:22]([O:24][CH:25]1[CH2:29][CH2:28][CH2:27][CH2:26]1)=[O:23])[CH2:10][CH2:11][C:12]([O:14]CC1C=CC=CC=1)=[O:13])=[O:7])([CH3:4])([CH3:3])[CH3:2]. The catalyst is CCOC(C)=O.[Pd]. The yield is 0.990. (4) The product is [C:1]([NH:5][C:6]1[N:15]([CH2:16][CH2:17][O:18][CH2:19][CH2:20][O:21][CH3:22])[C:14](=[O:23])[C:13]2[C:8](=[C:9]([C:32]3[NH:31][C:30]4[C@@H:26]([CH3:25])[NH:27][C:28](=[O:43])[C:29]=4[CH:33]=3)[CH:10]=[CH:11][CH:12]=2)[N:7]=1)([CH3:4])([CH3:3])[CH3:2]. The reactants are [C:1]([NH:5][C:6]1[N:15]([CH2:16][CH2:17][O:18][CH2:19][CH2:20][O:21][CH3:22])[C:14](=[O:23])[C:13]2[C:8](=[C:9](I)[CH:10]=[CH:11][CH:12]=2)[N:7]=1)([CH3:4])([CH3:3])[CH3:2].[CH3:25][C@@H:26]1[C:30]2[NH:31][C:32](B3OC(C)(C)C(C)(C)O3)=[CH:33][C:29]=2[C:28](=[O:43])[NH:27]1. No catalyst specified. The yield is 0.400. (5) The reactants are [CH2:1]([O:3][C:4](=[O:13])[C:5]1[CH:10]=[CH:9][C:8]([NH2:11])=[N:7][C:6]=1[NH2:12])[CH3:2].[I:14]N1C(=O)CCC1=O.O.O.O.O.O.S([O-])([O-])(=O)=S.[Na+].[Na+]. The catalyst is CN(C)C=O. The product is [CH2:1]([O:3][C:4](=[O:13])[C:5]1[CH:10]=[C:9]([I:14])[C:8]([NH2:11])=[N:7][C:6]=1[NH2:12])[CH3:2]. The yield is 0.355. (6) The reactants are [Cl:1][C:2]1[CH:3]=[C:4]([CH:11]=[C:12]([CH3:14])[N:13]=1)[C:5](N(OC)C)=[O:6].[CH3:15][Mg]Br.O. The catalyst is C1COCC1. The product is [Cl:1][C:2]1[CH:3]=[C:4]([C:5](=[O:6])[CH3:15])[CH:11]=[C:12]([CH3:14])[N:13]=1. The yield is 0.960. (7) The reactants are C(Cl)(=O)C(Cl)=O.CS(C)=O.[OH:11][CH2:12][CH:13]1[CH2:18][CH2:17][N:16]([CH2:19][C:20]2[CH:32]=[CH:31][C:23]([C:24]([O:26][C:27]([CH3:30])([CH3:29])[CH3:28])=[O:25])=[CH:22][CH:21]=2)[CH2:15][CH2:14]1.C(N(CC)CC)C. The catalyst is ClCCl.O. The product is [CH:12]([CH:13]1[CH2:18][CH2:17][N:16]([CH2:19][C:20]2[CH:21]=[CH:22][C:23]([C:24]([O:26][C:27]([CH3:28])([CH3:30])[CH3:29])=[O:25])=[CH:31][CH:32]=2)[CH2:15][CH2:14]1)=[O:11]. The yield is 0.554. (8) The catalyst is C1COCC1. The yield is 1.00. The reactants are [H-].[Al+3].[Li+].[H-].[H-].[H-].[Cl:7][C:8]1[CH:13]=[CH:12][C:11]([CH:14]([NH:18][C:19](=[O:25])[O:20][C:21]([CH3:24])([CH3:23])[CH3:22])[CH2:15][C:16]#[N:17])=[CH:10][CH:9]=1. The product is [NH2:17][CH2:16][CH2:15][CH:14]([NH:18][C:19](=[O:25])[O:20][C:21]([CH3:23])([CH3:22])[CH3:24])[C:11]1[CH:10]=[CH:9][C:8]([Cl:7])=[CH:13][CH:12]=1. (9) The reactants are [CH:1]1([CH2:6][CH:7]([C:11]2[CH:16]=[CH:15][C:14]([S:17]([C:20]([F:23])([F:22])[F:21])(=[O:19])=[O:18])=[CH:13][CH:12]=2)[C:8]([OH:10])=O)[CH2:5][CH2:4][CH2:3][CH2:2]1.C1(P(C2C=CC=CC=2)C2C=CC=CC=2)C=CC=CC=1.BrN1C(=O)CCC1=O.[NH2:51][C:52]1[CH:57]=[CH:56][CH:55]=[CH:54][N:53]=1. The catalyst is C(Cl)Cl. The product is [CH:1]1([CH2:6][CH:7]([C:11]2[CH:16]=[CH:15][C:14]([S:17]([C:20]([F:21])([F:22])[F:23])(=[O:18])=[O:19])=[CH:13][CH:12]=2)[C:8]([NH:51][C:52]2[CH:57]=[CH:56][CH:55]=[CH:54][N:53]=2)=[O:10])[CH2:2][CH2:3][CH2:4][CH2:5]1. The yield is 0.260. (10) The reactants are [Br:1][C:2]1[CH:3]=[C:4]([NH2:9])[C:5]([NH2:8])=[N:6][CH:7]=1.[N:10]([CH2:13][CH3:14])=[C:11]=S.C(N=C=NC(C)C)(C)C.C(OCC)(=O)C. The catalyst is CN1C(=O)CCC1.O. The product is [Br:1][C:2]1[CH:3]=[C:4]2[N:9]=[C:11]([NH:10][CH2:13][CH3:14])[NH:8][C:5]2=[N:6][CH:7]=1. The yield is 0.750.